Dataset: Full USPTO retrosynthesis dataset with 1.9M reactions from patents (1976-2016). Task: Predict the reactants needed to synthesize the given product. (1) Given the product [CH3:1][O:2][C:3](=[O:22])[C:4]1[CH:9]=[CH:8][CH:7]=[C:6]([S:10][C:11]2[C:19]3[C:14](=[CH:15][C:16]([Cl:20])=[CH:17][CH:18]=3)[N:13]([C:32]3[CH:31]=[C:30]([C:26]4[CH:27]=[CH:28][CH:29]=[CH:24][CH:25]=4)[CH:35]=[CH:34][CH:33]=3)[C:12]=2[CH3:21])[CH:5]=1, predict the reactants needed to synthesize it. The reactants are: [CH3:1][O:2][C:3](=[O:22])[C:4]1[CH:9]=[CH:8][CH:7]=[C:6]([S:10][C:11]2[C:19]3[C:14](=[CH:15][C:16]([Cl:20])=[CH:17][CH:18]=3)[NH:13][C:12]=2[CH3:21])[CH:5]=1.Br[C:24]1[CH:25]=[C:26]([C:30]2[CH:35]=[CH:34][CH:33]=[CH:32][CH:31]=2)[CH:27]=[CH:28][CH:29]=1. (2) Given the product [NH2:12]/[C:7](/[CH3:8])=[C:3](\[C:1]#[N:2])/[C:4](=[S:6])[NH2:5], predict the reactants needed to synthesize it. The reactants are: [C:1](/[C:3](=[C:7](\OCC)/[CH3:8])/[C:4](=[S:6])[NH2:5])#[N:2].[NH3:12]. (3) Given the product [N:23]1[C:32]2[C:27](=[CH:28][CH:29]=[CH:30][CH:31]=2)[CH:26]=[CH:25][C:24]=1[CH2:33][NH:1][CH2:2][CH:3]1[CH2:4][CH2:5][N:6]([C:9]2[N:14]=[C:13](/[CH:15]=[C:16]3/[C:17](=[O:22])[NH:18][C:19](=[O:21])[NH:20]/3)[CH:12]=[CH:11][N:10]=2)[CH2:7][CH2:8]1, predict the reactants needed to synthesize it. The reactants are: [NH2:1][CH2:2][CH:3]1[CH2:8][CH2:7][N:6]([C:9]2[N:14]=[C:13](/[CH:15]=[C:16]3/[C:17](=[O:22])[NH:18][C:19](=[O:21])[NH:20]/3)[CH:12]=[CH:11][N:10]=2)[CH2:5][CH2:4]1.[N:23]1[C:32]2[C:27](=[CH:28][CH:29]=[CH:30][CH:31]=2)[CH:26]=[CH:25][C:24]=1[CH:33]=O.C(N(C(C)C)CC)(C)C.[Na]. (4) Given the product [C:65]([C:64]1[CH:63]=[CH:62][C:61]([C:59]2[N:60]=[C:56]([C@@H:48]([NH:47][C:6](=[O:7])[C:5]3[CH:10]=[CH:11][C:2]([C:13]#[N:14])=[CH:3][C:4]=3[CH2:40][CH3:41])[CH2:49][C:50]3[CH:51]=[CH:52][CH:53]=[CH:54][CH:55]=3)[NH:57][CH:58]=2)=[CH:69][CH:68]=1)(=[O:66])[NH2:67], predict the reactants needed to synthesize it. The reactants are: Br[C:2]1[CH:11]=[CH:10][C:5]([C:6](OC)=[O:7])=[C:4](Cl)[CH:3]=1.[CH3:13][N:14]([P+](ON1N=NC2C=CC=CC1=2)(N(C)C)N(C)C)C.F[P-](F)(F)(F)(F)F.[CH2:40](N(CC)CC)[CH3:41].[NH2:47][C@H:48]([C:56]1[NH:57][CH:58]=[C:59]([C:61]2[CH:69]=[CH:68][C:64]([C:65]([NH2:67])=[O:66])=[CH:63][CH:62]=2)[N:60]=1)[CH2:49][C:50]1[CH:55]=[CH:54][CH:53]=[CH:52][CH:51]=1.